Dataset: Peptide-MHC class I binding affinity with 185,985 pairs from IEDB/IMGT. Task: Regression. Given a peptide amino acid sequence and an MHC pseudo amino acid sequence, predict their binding affinity value. This is MHC class I binding data. (1) The peptide sequence is FPRIWLHGL. The MHC is HLA-B45:01 with pseudo-sequence HLA-B45:01. The binding affinity (normalized) is 0. (2) The peptide sequence is RVYLQGHGY. The MHC is HLA-B27:05 with pseudo-sequence HLA-B27:05. The binding affinity (normalized) is 0.661.